Dataset: Forward reaction prediction with 1.9M reactions from USPTO patents (1976-2016). Task: Predict the product of the given reaction. (1) Given the reactants [Cl:1][C:2]1[CH:7]=[C:6]([Cl:8])[CH:5]=[CH:4][C:3]=1[C@@:9]1([CH2:32][N:33]2[CH:37]=[CH:36][N:35]=[CH:34]2)[O:13][C@H:12]([CH2:14][O:15][C:16]2[CH:21]=[CH:20][C:19]([N:22]3[CH2:27][CH2:26][N:25]([S:28]([CH3:31])(=[O:30])=[O:29])[CH2:24][CH2:23]3)=[CH:18][CH:17]=2)[CH2:11][O:10]1.ClC1C=C(Cl)C=CC=1[C@]1(CN2C=CN=C2)O[C@@H](COC2C=CC(N3CCNCC3)=CC=2)CO1.ClC1C=C(Cl)C=CC=1[C@@]1(CN2C=CN=C2)O[C@H](COC2C=CC(N3CCNCC3)=CC=2)CO1, predict the reaction product. The product is: [Cl:1][C:2]1[CH:7]=[C:6]([Cl:8])[CH:5]=[CH:4][C:3]=1[C@:9]1([CH2:32][N:33]2[CH:37]=[CH:36][N:35]=[CH:34]2)[O:13][C@@H:12]([CH2:14][O:15][C:16]2[CH:21]=[CH:20][C:19]([N:22]3[CH2:27][CH2:26][N:25]([S:28]([CH3:31])(=[O:30])=[O:29])[CH2:24][CH2:23]3)=[CH:18][CH:17]=2)[CH2:11][O:10]1. (2) Given the reactants [NH2:1][C:2]1[CH:10]=[CH:9][C:5]2[NH:6][CH:7]=[N:8][C:4]=2[CH:3]=1.[N:11]([C:14]1[CH:19]=[CH:18][C:17]([F:20])=[CH:16][CH:15]=1)=[C:12]=[S:13], predict the reaction product. The product is: [NH:6]1[C:5]2[CH:9]=[CH:10][C:2]([NH:1][C:12]([NH:11][C:14]3[CH:19]=[CH:18][C:17]([F:20])=[CH:16][CH:15]=3)=[S:13])=[CH:3][C:4]=2[N:8]=[CH:7]1. (3) Given the reactants [CH:1]1([O:6][C:7]2[C:8]([O:19][CH3:20])=[CH:9][CH:10]=[C:11]3[C:16]=2[O:15][C:14](=[O:17])[CH:13]=[C:12]3O)[CH2:5][CH2:4][CH2:3][CH2:2]1.C1(P(C2C=CC=CC=2)C2C=CC=CC=2)C=CC=CC=1.C(Cl)(Cl)(Cl)[Cl:41], predict the reaction product. The product is: [Cl:41][C:12]1[C:11]2[C:16](=[C:7]([O:6][CH:1]3[CH2:5][CH2:4][CH2:3][CH2:2]3)[C:8]([O:19][CH3:20])=[CH:9][CH:10]=2)[O:15][C:14](=[O:17])[CH:13]=1.